From a dataset of Forward reaction prediction with 1.9M reactions from USPTO patents (1976-2016). Predict the product of the given reaction. (1) Given the reactants [OH:1][C:2]1[C:3]([C:8]([OH:10])=[O:9])=[N:4][CH:5]=[CH:6][CH:7]=1.S(=O)(=O)(O)O.[CH2:16](O)[CH3:17], predict the reaction product. The product is: [OH:1][C:2]1[C:3]([C:8]([O:10][CH2:16][CH3:17])=[O:9])=[N:4][CH:5]=[CH:6][CH:7]=1. (2) Given the reactants [CH3:1][C:2]([Si:5](Cl)([CH3:7])[CH3:6])([CH3:4])[CH3:3].N1C=CN=C1.[C:14]([O:18][C:19]([N:21]1[CH2:28][CH:27]2[N:29]([C:30]([O:32][C:33]([CH3:36])([CH3:35])[CH3:34])=[O:31])[CH:23]([CH2:24][C:25]([C:40]3[S:44][C:43]([CH2:45][O:46][CH2:47][CH2:48][OH:49])=[N:42][CH:41]=3)=[C:26]2[C:37]([OH:39])=[O:38])[CH2:22]1)=[O:20])([CH3:17])([CH3:16])[CH3:15].C([O-])([O-])=O.[K+].[K+], predict the reaction product. The product is: [C:14]([O:18][C:19]([N:21]1[CH2:28][CH:27]2[N:29]([C:30]([O:32][C:33]([CH3:36])([CH3:35])[CH3:34])=[O:31])[CH:23]([CH2:24][C:25]([C:40]3[S:44][C:43]([CH2:45][O:46][CH2:47][CH2:48][O:49][Si:5]([C:2]([CH3:4])([CH3:3])[CH3:1])([CH3:7])[CH3:6])=[N:42][CH:41]=3)=[C:26]2[C:37]([OH:39])=[O:38])[CH2:22]1)=[O:20])([CH3:15])([CH3:16])[CH3:17].